From a dataset of Forward reaction prediction with 1.9M reactions from USPTO patents (1976-2016). Predict the product of the given reaction. (1) Given the reactants CN(C)CCCN=C=NCC.[Br:12][C:13]1[CH:20]=[CH:19][CH:18]=[CH:17][C:14]=1[CH2:15][NH2:16].[CH2:21]([O:23][CH:24]([O:28][CH2:29][CH3:30])[C:25]([O-])=[O:26])[CH3:22].[Na+].O.ON1C2C=CC=CC=2N=N1.CCN(C(C)C)C(C)C, predict the reaction product. The product is: [Br:12][C:13]1[CH:20]=[CH:19][CH:18]=[CH:17][C:14]=1[CH2:15][NH:16][C:25](=[O:26])[CH:24]([O:28][CH2:29][CH3:30])[O:23][CH2:21][CH3:22]. (2) Given the reactants [CH3:1][O:2][C:3]1[CH:4]=[C:5]2[C:10](=[CH:11][C:12]=1[O:13][CH3:14])[N:9]=[CH:8][CH:7]=[C:6]2[O:15][C:16]1[CH:22]=[CH:21][C:19]([NH2:20])=[CH:18][C:17]=1[F:23].C(O)C.[N+:27]([C:30]1[CH:35]=[CH:34][C:33]([C:36]([N:38]=[C:39]=[S:40])=[O:37])=[CH:32][CH:31]=1)([O-:29])=[O:28], predict the reaction product. The product is: [CH3:1][O:2][C:3]1[CH:4]=[C:5]2[C:10](=[CH:11][C:12]=1[O:13][CH3:14])[N:9]=[CH:8][CH:7]=[C:6]2[O:15][C:16]1[CH:22]=[CH:21][C:19]([NH:20][C:39]([NH:38][C:36](=[O:37])[C:33]2[CH:32]=[CH:31][C:30]([N+:27]([O-:29])=[O:28])=[CH:35][CH:34]=2)=[S:40])=[CH:18][C:17]=1[F:23]. (3) Given the reactants C([O:3][C:4](=O)[C:5]([N:7]([CH2:21][CH2:22][CH2:23][CH3:24])[C:8]1[C:17]([N+:18]([O-])=O)=[CH:16][CH:15]=[C:14]2[C:9]=1[CH2:10][CH2:11][CH2:12][NH:13]2)=[O:6])C, predict the reaction product. The product is: [CH2:21]([N:7]1[C:8]2[C:9]3[CH2:10][CH2:11][CH2:12][NH:13][C:14]=3[CH:15]=[CH:16][C:17]=2[NH:18][C:4](=[O:3])[C:5]1=[O:6])[CH2:22][CH2:23][CH3:24]. (4) Given the reactants [NH3:1].[CH2:2]([O:4][C:5](=[O:25])[N:6]([CH2:18][C:19]1[CH:24]=[CH:23][CH:22]=[CH:21][CH:20]=1)[C:7]1[CH:12]=[C:11]([Cl:13])[N:10]=[C:9](Cl)[C:8]=1[N+:15]([O-:17])=[O:16])[CH3:3], predict the reaction product. The product is: [CH2:2]([O:4][C:5](=[O:25])[N:6]([C:7]1[CH:12]=[C:11]([Cl:13])[N:10]=[C:9]([NH2:1])[C:8]=1[N+:15]([O-:17])=[O:16])[CH2:18][C:19]1[CH:24]=[CH:23][CH:22]=[CH:21][CH:20]=1)[CH3:3]. (5) The product is: [C:1]([N:11]1[CH:12]=[C:13]([C:14]([O:16][CH2:17][CH3:18])=[O:15])[C:9]([OH:8])=[N:10]1)(=[O:3])[CH3:2]. Given the reactants [C:1](OC(=O)C)(=[O:3])[CH3:2].[OH:8][C:9]1[C:13]([C:14]([O:16][CH2:17][CH3:18])=[O:15])=[CH:12][NH:11][N:10]=1, predict the reaction product.